Task: Predict the reactants needed to synthesize the given product.. Dataset: Full USPTO retrosynthesis dataset with 1.9M reactions from patents (1976-2016) Given the product [NH:12]1[C:1](=[O:11])[CH2:2][CH2:3][CH2:4][C:5]2[CH:6]=[CH:7][CH:8]=[CH:9][C:10]1=2, predict the reactants needed to synthesize it. The reactants are: [C:1]1(=[O:11])[C:10]2[C:5](=[CH:6][CH:7]=[CH:8][CH:9]=2)[CH2:4][CH2:3][CH2:2]1.[N-:12]=[N+]=[N-].[Na+].